This data is from Catalyst prediction with 721,799 reactions and 888 catalyst types from USPTO. The task is: Predict which catalyst facilitates the given reaction. Reactant: [S:1]1[CH2:4][C:3](=O)[CH2:2]1.C1(P(C2C=CC=CC=2)(C2C=CC=CC=2)=[CH:13][C:14]([O:16][CH2:17][CH3:18])=[O:15])C=CC=CC=1. Product: [S:1]1[CH2:4][C:3](=[CH:13][C:14]([O:16][CH2:17][CH3:18])=[O:15])[CH2:2]1. The catalyst class is: 4.